Predict the reaction yield, written as a fraction of the theoretical maximum amount of product (1.0 means a 100% yield; for example, 0.34 means a 34% yield). From a dataset of Reaction yield outcomes from USPTO patents with 853,638 reactions. (1) The reactants are ClC(Cl)(Cl)C(Cl)(Cl)Cl.[F:9][C:10]1[CH:11]=[CH:12][C:13]([NH:16][NH:17][C:18]([N:20]([CH2:24][CH:25]=[CH2:26])[CH2:21][CH:22]=[CH2:23])=O)=[N:14][CH:15]=1.C(N(CC)CC)C.C1(P(C2C=CC=CC=2)C2C=CC=CC=2)C=CC=CC=1. The catalyst is C1COCC1.CO. The product is [CH2:21]([N:20]([CH2:24][CH:25]=[CH2:26])[C:18]1[N:14]2[CH:15]=[C:10]([F:9])[CH:11]=[CH:12][C:13]2=[N:16][N:17]=1)[CH:22]=[CH2:23]. The yield is 0.620. (2) The product is [F:35][C:32]1[CH:33]=[CH:34][C:29]([CH2:28][N:24]2[C:25](=[O:27])[C:26]3[C:22](=[C:21]([O:37][CH3:38])[C:20]4[N:19]=[CH:39][CH:18]=[N:17][C:16]=4[C:15]=3[OH:14])[CH2:23]2)=[CH:30][CH:31]=1. The reactants are C([O:14][C:15]1[C:26]2[C:25](=[O:27])[N:24]([CH2:28][C:29]3[CH:34]=[CH:33][C:32]([F:35])=[CH:31][CH:30]=3)[CH:23](O)[C:22]=2[C:21]([O:37][CH3:38])=[C:20]2[C:16]=1[N:17]=[CH:18][N:19]2[CH2:39]C1C=CC=CC=1)(C1C=CC=CC=1)C1C=CC=CC=1.C([SiH](CC)CC)C.FC(F)(F)C(O)=O. The yield is 1.00. The catalyst is C(Cl)Cl. (3) The reactants are [S-:1][C:2]#[N:3].[K+].[Cl-].[CH3:6][N:7]([CH3:13])[CH:8]1[CH2:12][CH2:11][NH:10][CH2:9]1. The catalyst is CC(C)=O. The product is [CH3:6][N:7]([CH3:13])[CH:8]1[CH2:12][CH2:11][N:10]([C:2](=[S:1])[NH2:3])[CH2:9]1. The yield is 0.233. (4) The product is [F:32][C:31]([F:34])([F:33])[C:30]([NH:29][CH2:26][C:27]#[C:28][C:2]1[C:3](=[O:17])[NH:4][C:5](=[O:16])[N:6]([CH:15]=1)[C@@H:7]1[O:14][C@H:11]([CH2:12][OH:13])[C@@H:9]([OH:10])[CH2:8]1)=[O:35]. The yield is 0.670. The reactants are I[C:2]1[C:3](=[O:17])[NH:4][C:5](=[O:16])[N:6]([CH:15]=1)[C@@H:7]1[O:14][C@H:11]([CH2:12][OH:13])[C@@H:9]([OH:10])[CH2:8]1.[Al].C(N(CC)CC)C.[C:26]([NH:29][C:30](=[O:35])[C:31]([F:34])([F:33])[F:32])#[C:27][CH3:28]. The catalyst is CN(C)C=O.[Cu]I.[Pd].C1(P(C2C=CC=CC=2)C2C=CC=CC=2)C=CC=CC=1.C1(P(C2C=CC=CC=2)C2C=CC=CC=2)C=CC=CC=1.C1(P(C2C=CC=CC=2)C2C=CC=CC=2)C=CC=CC=1.C1(P(C2C=CC=CC=2)C2C=CC=CC=2)C=CC=CC=1. (5) The reactants are Cl[C:2]1[CH:3]=[C:4]([CH:22]=[CH:23][N:24]=1)[C:5]([NH:7][C:8]1[S:9][CH:10]=[C:11]([C:13]2[C:18]([CH3:19])=[CH:17][C:16]([CH3:20])=[CH:15][C:14]=2[CH3:21])[N:12]=1)=[O:6].[CH3:25][N:26]1[CH2:31][CH2:30][NH:29][CH2:28][CH2:27]1.O. The catalyst is CN1CCCC1=O. The product is [C:14]1([CH3:21])[CH:15]=[C:16]([CH3:20])[CH:17]=[C:18]([CH3:19])[C:13]=1[C:11]1[N:12]=[C:8]([NH:7][C:5](=[O:6])[C:4]2[CH:22]=[CH:23][N:24]=[C:2]([N:29]3[CH2:30][CH2:31][N:26]([CH3:25])[CH2:27][CH2:28]3)[CH:3]=2)[S:9][CH:10]=1. The yield is 0.270. (6) The yield is 1.00. The reactants are Cl.C1C2C(=CC=CC=2)[CH:5]=[CH:4][C:3]=1[C:12](=[NH:16])[O:13]CC.[CH2:17](N(CC)CC)[CH3:18].[C:24](Cl)(=[O:28])[CH2:25][CH2:26][CH3:27].[C:30]1(C)[CH:35]=[CH:34][CH:33]=[CH:32][CH:31]=1. No catalyst specified. The product is [CH2:17]([O:28][CH:24]1[C:31]2[C:30](=[CH:35][CH:34]=[CH:33][CH:32]=2)[CH:27]=[CH:26][C:25]1=[N:16][C:12](=[O:13])[CH2:3][CH2:4][CH3:5])[CH3:18]. (7) The reactants are [CH3:1][O:2][C:3](=[O:30])[C:4]([CH3:29])([O:6][C:7]1[CH:8]=[C:9]([C:13]2[C:22]([CH3:24])([CH3:23])[CH2:21][C:20]3[C:15](=[CH:16][CH:17]=[C:18]([C:25]([O:27][CH3:28])=[O:26])[CH:19]=3)[N:14]=2)[CH:10]=[CH:11][CH:12]=1)[CH3:5]. The catalyst is CO.O1CCCC1.[Pd]. The product is [CH3:1][O:2][C:3](=[O:30])[C:4]([CH3:29])([O:6][C:7]1[CH:8]=[C:9]([CH:13]2[C:22]([CH3:24])([CH3:23])[CH2:21][C:20]3[C:15](=[CH:16][CH:17]=[C:18]([C:25]([O:27][CH3:28])=[O:26])[CH:19]=3)[NH:14]2)[CH:10]=[CH:11][CH:12]=1)[CH3:5]. The yield is 0.930. (8) The catalyst is COCCOC.O.ClCCl.C(N(CC(O)=O)CC(O)=O)CN(CC(O)=O)CC(O)=O. The yield is 0.820. The reactants are [Br:1][C:2]1[CH:3]=[C:4]2[C:8](=[C:9]([C:11]([O:13][CH2:14][CH3:15])=[O:12])[CH:10]=1)[NH:7][CH:6]=[C:5]2[CH:16]1[CH2:21][CH:20]([CH3:22])S[CH:18]([CH3:23])[CH2:17]1.O[O:25][S:26]([O-:28])=O.[K+].C(=O)(O)[O-].[Na+].OOS([O-])=O.[K+].C(=O)(O)[O-].[Na+]. The product is [Br:1][C:2]1[CH:3]=[C:4]2[C:8](=[C:9]([C:11]([O:13][CH2:14][CH3:15])=[O:12])[CH:10]=1)[NH:7][CH:6]=[C:5]2[CH:16]1[CH2:17][CH:18]([CH3:23])[S:26](=[O:28])(=[O:25])[CH:20]([CH3:22])[CH2:21]1.